Dataset: Forward reaction prediction with 1.9M reactions from USPTO patents (1976-2016). Task: Predict the product of the given reaction. (1) The product is: [CH2:20]([O:19][C:10]1[N:9]=[C:8]2[C:13]([N:14]=[C:15]([O:16][CH3:17])[N:7]2[CH2:6][CH2:5][CH2:4][CH2:3][CH2:2][N:41]2[CH2:40][CH2:39][N:38]([C:34]3[CH:35]=[CH:36][CH:37]=[C:32]([CH2:31][C:29]([O:28][CH2:24][CH2:25][CH2:26][CH3:27])=[O:30])[CH:33]=3)[CH2:43][CH2:42]2)=[C:12]([NH2:18])[N:11]=1)[CH2:21][CH2:22][CH3:23]. Given the reactants Br[CH2:2][CH2:3][CH2:4][CH2:5][CH2:6][N:7]1[C:15]([O:16][CH3:17])=[N:14][C:13]2[C:8]1=[N:9][C:10]([O:19][CH2:20][CH2:21][CH2:22][CH3:23])=[N:11][C:12]=2[NH2:18].[CH2:24]([O:28][C:29]([CH2:31][C:32]1[CH:33]=[C:34]([N:38]2[CH2:43][CH2:42][NH:41][CH2:40][CH2:39]2)[CH:35]=[CH:36][CH:37]=1)=[O:30])[CH2:25][CH2:26][CH3:27], predict the reaction product. (2) The product is: [ClH:33].[C:24]([C:18]1[CH:19]=[CH:20][C:21]([CH3:23])=[CH:22][C:17]=1[S:16][C@H:12]1[CH2:11][CH2:10][C@@H:9]2[C@@H:14]([CH2:15][C@@H:6]([C:4]([OH:5])=[O:3])[NH:7][CH2:8]2)[CH2:13]1)([OH:26])=[O:25]. Given the reactants C([O:3][C:4]([C@@H:6]1[CH2:15][C@@H:14]2[C@@H:9]([CH2:10][CH2:11][C@H:12]([S:16][C:17]3[CH:22]=[C:21]([CH3:23])[CH:20]=[CH:19][C:18]=3[C:24]([O:26]CC)=[O:25])[CH2:13]2)[CH2:8][N:7]1C(OC)=O)=[O:5])C.[ClH:33], predict the reaction product.